Dataset: Full USPTO retrosynthesis dataset with 1.9M reactions from patents (1976-2016). Task: Predict the reactants needed to synthesize the given product. (1) Given the product [Cl:22][C:23]1[CH:30]=[CH:29][C:26]([CH2:27][NH:28][CH2:19][C@@H:17]([OH:18])[CH2:16][O:15][C:12]2[CH:11]=[CH:10][C:9]([C:6]3[C:5]4[CH:20]=[CH:21][C:2]([F:1])=[CH:3][C:4]=4[O:8][N:7]=3)=[CH:14][CH:13]=2)=[CH:25][CH:24]=1, predict the reactants needed to synthesize it. The reactants are: [F:1][C:2]1[CH:21]=[CH:20][C:5]2[C:6]([C:9]3[CH:14]=[CH:13][C:12]([O:15][CH2:16][C@H:17]4[CH2:19][O:18]4)=[CH:11][CH:10]=3)=[N:7][O:8][C:4]=2[CH:3]=1.[Cl:22][C:23]1[CH:30]=[CH:29][C:26]([CH2:27][NH2:28])=[CH:25][CH:24]=1. (2) The reactants are: [C:1]1([CH3:11])[CH:6]=[CH:5][C:4](S([O-])(=O)=O)=[CH:3][CH:2]=1.[NH2:12][C@H:13]([C:17]([OH:19])=[O:18])[CH:14]([CH3:16])[CH3:15].C[Si](C)(C)N[Si](C)(C)C.C(N(C(C)C)CC)(C)C.[Br-:38]. Given the product [Br:38][C:4]1[CH:5]=[CH:6][C:1]([CH2:11][NH:12][C@H:13]([C:17]([OH:19])=[O:18])[CH:14]([CH3:16])[CH3:15])=[CH:2][CH:3]=1, predict the reactants needed to synthesize it. (3) Given the product [CH3:22][N:18]1[C:19]2[C:14](=[CH:13][C:12]([C:7]3[C:6]4[CH2:5][CH2:4][CH2:3][C@@H:2]([NH:1][S:25]([CH3:24])(=[O:27])=[O:26])[C:11]=4[CH:10]=[N:9][CH:8]=3)=[CH:21][CH:20]=2)[CH2:15][CH2:16][C:17]1=[O:23], predict the reactants needed to synthesize it. The reactants are: [NH2:1][C@H:2]1[C:11]2[CH:10]=[N:9][CH:8]=[C:7]([C:12]3[CH:13]=[C:14]4[C:19](=[CH:20][CH:21]=3)[N:18]([CH3:22])[C:17](=[O:23])[CH2:16][CH2:15]4)[C:6]=2[CH2:5][CH2:4][CH2:3]1.[CH3:24][S:25](Cl)(=[O:27])=[O:26]. (4) Given the product [C:45]([O:47][CH3:48])(=[O:46])[CH2:44][CH2:43][CH2:42][CH2:41][CH2:40][CH2:39]/[CH:38]=[CH:22]\[CH2:23][CH2:24][CH2:25][CH2:26][CH3:21], predict the reactants needed to synthesize it. The reactants are: [Br-].C([P+]([C:21]1[CH:26]=[CH:25][CH:24]=[CH:23][CH:22]=1)([C:21]1[CH:26]=[CH:25][CH:24]=[CH:23][CH:22]=1)[C:21]1[CH:26]=[CH:25][CH:24]=[CH:23][CH:22]=1)CCCCC.C[Si]([N-][Si](C)(C)C)(C)C.[K+].O=[CH:38][CH2:39][CH2:40][CH2:41][CH2:42][CH2:43][CH2:44][C:45]([O:47][CH3:48])=[O:46].S(=O)(=O)(O)O. (5) Given the product [C:13]([N:1]1[CH:5]([C:6]([O:8][CH:9]([CH3:10])[CH3:11])=[O:7])[CH2:4][CH2:3][C:2]1=[O:12])(=[O:25])[CH2:14][CH2:15][CH2:16][CH2:17][CH2:18][CH2:19][CH2:20][CH2:21][CH2:22][CH2:23][CH3:24], predict the reactants needed to synthesize it. The reactants are: [NH:1]1[CH:5]([C:6]([O:8][CH:9]([CH3:11])[CH3:10])=[O:7])[CH2:4][CH2:3][C:2]1=[O:12].[C:13](Cl)(=[O:25])[CH2:14][CH2:15][CH2:16][CH2:17][CH2:18][CH2:19][CH2:20][CH2:21][CH2:22][CH2:23][CH3:24].C(N(CC)CC)C. (6) Given the product [Br:1][C:12]1[CH:11]=[C:10]([C:7]2[CH:6]=[CH:5][C:4]([F:3])=[CH:9][CH:8]=2)[CH:15]=[CH:14][C:13]=1[OH:16], predict the reactants needed to synthesize it. The reactants are: [Br:1]Br.[F:3][C:4]1[CH:9]=[CH:8][C:7]([C:10]2[CH:15]=[CH:14][C:13]([OH:16])=[CH:12][CH:11]=2)=[CH:6][CH:5]=1. (7) Given the product [NH2:1][C:2]1[C:3]([C:25]([NH2:27])=[O:26])=[CH:4][C:5]2[C:13]3[C:8](=[CH:9][CH:10]=[CH:11][CH:12]=3)[N:7]([CH2:14][CH2:15][OH:16])[C:6]=2[N:24]=1, predict the reactants needed to synthesize it. The reactants are: [NH2:1][C:2]1[C:3]([C:25]([NH2:27])=[O:26])=[CH:4][C:5]2[C:13]3[C:8](=[CH:9][CH:10]=[CH:11][CH:12]=3)[N:7]([CH2:14][CH2:15][O:16][Si](C(C)(C)C)(C)C)[C:6]=2[N:24]=1.[F-].C([N+](CCCC)(CCCC)CCCC)CCC.